Task: Predict the reactants needed to synthesize the given product.. Dataset: Full USPTO retrosynthesis dataset with 1.9M reactions from patents (1976-2016) (1) Given the product [CH2:3]1[C:4]2[C:9](=[CH:8][CH:7]=[CH:6][CH:5]=2)[CH2:1][CH:2]1[O:10][C:11]1[CH:16]=[CH:15][C:14]([CH2:17][CH2:18][C:19]([O:21][CH3:22])=[O:20])=[CH:13][CH:12]=1, predict the reactants needed to synthesize it. The reactants are: [CH2:1]1[C:9]2[C:4](=[CH:5][CH:6]=[CH:7][CH:8]=2)[CH2:3][CH:2]1[O:10][C:11]1[CH:16]=[CH:15][C:14](/[CH:17]=[CH:18]/[C:19]([O:21][CH3:22])=[O:20])=[CH:13][CH:12]=1.O1CCCC1. (2) Given the product [Cl:30][C:25]1[CH:24]=[C:23]([CH:28]=[CH:27][C:26]=1[Cl:29])[CH2:22][O:21][C@@H:20]1[CH2:19][C@@H:18]2[C@@H:16]([C@@:17]2([F:34])[C:31]([NH2:33])=[O:32])[C:15]1=[O:4], predict the reactants needed to synthesize it. The reactants are: C(O)(=O)CC(CC(O)=O)(C(O)=O)[OH:4].N[C@@:15]1(C#N)[C@H:20]([O:21][CH2:22][C:23]2[CH:28]=[CH:27][C:26]([Cl:29])=[C:25]([Cl:30])[CH:24]=2)[CH2:19][C@@H:18]2[C@H:16]1[C@@:17]2([F:34])[C:31]([NH2:33])=[O:32].C(O)(=O)CC(CC(O)=O)(C(O)=O)O.N[C@]1(C#N)[C@H](OCC2C=CC(Cl)=C(Cl)C=2)C[C@@H]2[C@H]1[C@@]2(F)C(N)=O.O.C(OCC)(=O)C.